Dataset: NCI-60 drug combinations with 297,098 pairs across 59 cell lines. Task: Regression. Given two drug SMILES strings and cell line genomic features, predict the synergy score measuring deviation from expected non-interaction effect. Drug 1: C1=CC(=C2C(=C1NCCNCCO)C(=O)C3=C(C=CC(=C3C2=O)O)O)NCCNCCO. Drug 2: COCCOC1=C(C=C2C(=C1)C(=NC=N2)NC3=CC=CC(=C3)C#C)OCCOC.Cl. Cell line: OVCAR3. Synergy scores: CSS=35.2, Synergy_ZIP=-2.21, Synergy_Bliss=-1.36, Synergy_Loewe=0.960, Synergy_HSA=2.26.